This data is from Catalyst prediction with 721,799 reactions and 888 catalyst types from USPTO. The task is: Predict which catalyst facilitates the given reaction. (1) Product: [CH2:1]([CH:3]1[CH2:11][C:6]2([O:7][CH2:8][CH2:9][O:10]2)[CH2:5][CH:4]1[C:12]1[N:17]2[C:18]3[CH:24]=[CH:23][N:22]([S:25]([C:28]4[CH:29]=[CH:30][C:31]([CH3:32])=[CH:33][CH:34]=4)(=[O:27])=[O:26])[C:19]=3[N:20]=[CH:21][C:16]2=[N:15][N:14]=1)[CH3:2]. Reactant: [CH2:1]([CH:3]1[CH2:11][C:6]2([O:10][CH2:9][CH2:8][O:7]2)[CH2:5][CH:4]1[C:12]([NH:14][NH:15][C:16]1[N:17]=[C:18]2[CH:24]=[CH:23][N:22]([S:25]([C:28]3[CH:34]=[CH:33][C:31]([CH3:32])=[CH:30][CH:29]=3)(=[O:27])=[O:26])[C:19]2=[N:20][CH:21]=1)=O)[CH3:2].O1CCOCC1.CCN(C(C)C)C(C)C.S(Cl)(Cl)=O. The catalyst class is: 2. (2) Reactant: [Cl:1][C:2]1[CH:7]=[C:6]([CH3:8])[CH:5]=[CH:4][C:3]=1[O:9][CH3:10].[Br:11]N1C(=O)CCC1=O.C(OOC(=O)C1C=CC=CC=1)(=O)C1C=CC=CC=1. Product: [Br:11][CH2:8][C:6]1[CH:5]=[CH:4][C:3]([O:9][CH3:10])=[C:2]([Cl:1])[CH:7]=1. The catalyst class is: 53. (3) Reactant: [O:1](C(OC(C)(C)C)=O)[C:2]([O:4][C:5]([CH3:8])([CH3:7])[CH3:6])=O.[F:16][C:17]([F:33])([F:32])[C:18]([C:24]1[CH:29]=[CH:28][C:27]([CH:30]=[CH2:31])=[CH:26][CH:25]=1)([OH:23])[C:19]([F:22])([F:21])[F:20].C([O-])([O-])=O.[K+].[K+]. The catalyst class is: 1. Product: [C:2](=[O:1])([O:23][C:18]([C:24]1[CH:29]=[CH:28][C:27]([CH:30]=[CH2:31])=[CH:26][CH:25]=1)([C:19]([F:21])([F:20])[F:22])[C:17]([F:32])([F:33])[F:16])[O:4][C:5]([CH3:8])([CH3:7])[CH3:6]. (4) Reactant: Br[C:2]1[CH:14]=[CH:13][C:12]2[C:11]3[C:6](=[CH:7][C:8](Br)=[CH:9][CH:10]=3)[C:5](CCCCCCCC)(CCCCCCCC)[C:4]=2[CH:3]=1.[CH3:32][CH2:33][CH2:34][CH2:35][CH2:36][CH3:37].C([Li])CCC.Cl[Si:44]([CH3:50])([CH3:49])[Si:45]([CH3:48])([CH3:47])Cl.[C:51]1([CH3:57])[CH:56]=[CH:55][CH:54]=[CH:53][CH:52]=1. Product: [C:13]1([Si:44]([CH3:50])([CH3:49])[Si:45]([CH3:48])([CH3:47])[C:34]2[C:33]3[CH2:57][C:51]4[C:52](=[CH:53][CH:54]=[CH:55][CH:56]=4)[C:32]=3[CH:37]=[CH:36][CH:35]=2)[C:12]2[CH2:11][C:6]3[C:5](=[CH:10][CH:9]=[CH:8][CH:7]=3)[C:4]=2[CH:3]=[CH:2][CH:14]=1. The catalyst class is: 27. (5) Reactant: CC(C)=O.OS(O)(=O)=O.O=[Cr](=O)=O.[Br:14][C:15]1[CH:16]=[CH:17][C:18]([N+:24]([O-:26])=[O:25])=[C:19]([CH:21]([OH:23])[CH3:22])[CH:20]=1. Product: [Br:14][C:15]1[CH:16]=[CH:17][C:18]([N+:24]([O-:26])=[O:25])=[C:19]([C:21](=[O:23])[CH3:22])[CH:20]=1. The catalyst class is: 21. (6) Reactant: C([NH:4][C:5]1[CH:10]=[CH:9][C:8]([C:11]2[C:16]([C:17]#[N:18])=[C:15]([NH2:19])[N:14]=[C:13]([S:20][CH2:21][C:22]3[N:27]=[C:26]([CH2:28][CH2:29][C:30]([OH:32])=[O:31])[CH:25]=[CH:24][CH:23]=3)[N:12]=2)=[CH:7][CH:6]=1)(=O)C.Cl.C(O)(=O)CC(CC(O)=O)(C(O)=O)O. Product: [NH2:19][C:15]1[C:16]([C:17]#[N:18])=[C:11]([C:8]2[CH:9]=[CH:10][C:5]([NH2:4])=[CH:6][CH:7]=2)[N:12]=[C:13]([S:20][CH2:21][C:22]2[N:27]=[C:26]([CH2:28][CH2:29][C:30]([OH:32])=[O:31])[CH:25]=[CH:24][CH:23]=2)[N:14]=1. The catalyst class is: 10. (7) Reactant: Br[C:2]1[C:10]([O:11][CH3:12])=[CH:9][C:8]([O:13][CH3:14])=[C:7]2[C:3]=1[CH2:4][N:5]([CH:16]([C:18]1[CH:23]=[CH:22][C:21]([Cl:24])=[CH:20][CH:19]=1)[CH3:17])[C:6]2=O.C([SnH](CCCC)CCCC)CCC.[F-].[K+]. Product: [CH3:12][O:11][C:10]1[CH:2]=[C:3]2[C:7](=[C:8]([O:13][CH3:14])[CH:9]=1)[CH2:6][N:5]([CH:16]([C:18]1[CH:19]=[CH:20][C:21]([Cl:24])=[CH:22][CH:23]=1)[CH3:17])[CH2:4]2. The catalyst class is: 48.